This data is from Forward reaction prediction with 1.9M reactions from USPTO patents (1976-2016). The task is: Predict the product of the given reaction. (1) Given the reactants [Br:1][C:2]1[CH:3]=[C:4]([CH:9]=[C:10](I)[CH:11]=1)[C:5]([O:7][CH3:8])=[O:6].[CH2:13]=[C:14](B(O)O)[CH3:15].C([O-])([O-])=O.[K+].[K+].O, predict the reaction product. The product is: [Br:1][C:2]1[CH:3]=[C:4]([CH:9]=[C:10]([C:14]([CH3:15])=[CH2:13])[CH:11]=1)[C:5]([O:7][CH3:8])=[O:6]. (2) Given the reactants [C:1]([NH:4][C:5]1[CH:10]=[CH:9][C:8]([S:11][C:12]2[N:21]=[C:20]([NH:22][C:23]3[NH:24][N:25]=[C:26]([CH3:28])[CH:27]=3)[C:19]3[C:14](=[CH:15][C:16]([N+:29]([O-])=O)=[CH:17][CH:18]=3)[N:13]=2)=[CH:7][CH:6]=1)(=[O:3])[CH3:2], predict the reaction product. The product is: [C:1]([NH:4][C:5]1[CH:6]=[CH:7][C:8]([S:11][C:12]2[N:21]=[C:20]([NH:22][C:23]3[NH:24][N:25]=[C:26]([CH3:28])[CH:27]=3)[C:19]3[C:14](=[CH:15][C:16]([NH2:29])=[CH:17][CH:18]=3)[N:13]=2)=[CH:9][CH:10]=1)(=[O:3])[CH3:2]. (3) Given the reactants [Br:1]Br.[OH:3][C:4]1[CH:12]=[CH:11][C:7]([C:8]([OH:10])=[O:9])=[CH:6][N:5]=1, predict the reaction product. The product is: [Br:1][C:12]1[C:4]([OH:3])=[N:5][CH:6]=[C:7]([CH:11]=1)[C:8]([OH:10])=[O:9]. (4) Given the reactants [CH:1]([C:5]1[N:9]([C:10]2[CH:15]=[CH:14][N:13]=[C:12]([Cl:16])[CH:11]=2)[N:8]=[C:7]([C:17]2[CH:22]=[CH:21][C:20]([F:23])=[CH:19][CH:18]=2)[CH:6]=1)([CH2:3][CH3:4])[CH3:2].[Br:24]N1C(=O)CCC1=O, predict the reaction product. The product is: [Br:24][C:6]1[C:7]([C:17]2[CH:18]=[CH:19][C:20]([F:23])=[CH:21][CH:22]=2)=[N:8][N:9]([C:10]2[CH:15]=[CH:14][N:13]=[C:12]([Cl:16])[CH:11]=2)[C:5]=1[CH:1]([CH2:3][CH3:4])[CH3:2]. (5) Given the reactants [C:1]1([C:7]2[N:11]=[C:10]([N:12]3[CH2:17][CH2:16][NH:15][CH2:14][CH2:13]3)[S:9][N:8]=2)[CH:6]=[CH:5][CH:4]=[CH:3][CH:2]=1.C(N(CC)CC)C.[CH2:25]1[C:29]2[CH:30]=[C:31]([N:34]=[C:35]=[O:36])[CH:32]=[CH:33][C:28]=2[O:27][CH2:26]1, predict the reaction product. The product is: [O:27]1[C:28]2[CH:33]=[CH:32][C:31]([NH:34][C:35]([N:15]3[CH2:16][CH2:17][N:12]([C:10]4[S:9][N:8]=[C:7]([C:1]5[CH:2]=[CH:3][CH:4]=[CH:5][CH:6]=5)[N:11]=4)[CH2:13][CH2:14]3)=[O:36])=[CH:30][C:29]=2[CH2:25][CH2:26]1.